This data is from Full USPTO retrosynthesis dataset with 1.9M reactions from patents (1976-2016). The task is: Predict the reactants needed to synthesize the given product. (1) Given the product [CH2:1]([C@H:8]([NH:21][C:22]([C@@H:24]([NH:33][C:34]([C@@H:36]([NH:38][C:39]([CH:41]1[CH2:42][C:43]2[C:48](=[CH:47][CH:46]=[CH:45][CH:44]=2)[CH2:49]1)=[O:40])[CH3:37])=[O:35])[CH:25]([C:27]1[CH:32]=[CH:31][CH:30]=[CH:29][CH:28]=1)[CH3:26])=[O:23])[C:9]([C:11](=[O:20])[NH:12][CH2:13][C:14]1[CH:19]=[CH:18][CH:17]=[CH:16][CH:15]=1)=[O:10])[C:2]1[CH:3]=[CH:4][CH:5]=[CH:6][CH:7]=1, predict the reactants needed to synthesize it. The reactants are: [CH2:1]([C@H:8]([NH:21][C:22]([C@@H:24]([NH:33][C:34]([C@@H:36]([NH:38][C:39]([CH:41]1[CH2:49][C:48]2[C:43](=[CH:44][CH:45]=[CH:46][CH:47]=2)[CH2:42]1)=[O:40])[CH3:37])=[O:35])[CH:25]([C:27]1[CH:32]=[CH:31][CH:30]=[CH:29][CH:28]=1)[CH3:26])=[O:23])[CH:9]([C:11](=[O:20])[NH:12][CH2:13][C:14]1[CH:19]=[CH:18][CH:17]=[CH:16][CH:15]=1)[OH:10])[C:2]1[CH:7]=[CH:6][CH:5]=[CH:4][CH:3]=1.CC(OI1(OC(C)=O)(OC(C)=O)OC(=O)C2C=CC=CC1=2)=O.C(=O)(O)[O-].[Na+].[O-]S([O-])(=S)=O.[Na+].[Na+]. (2) Given the product [CH:26]1([CH2:25][C:22]2[N:19]3[CH:20]=[CH:21][C:16]([O:12][CH2:11][C@H:9]4[CH2:10][C@@H:8]4[C:5]4[CH:6]=[CH:7][C:2]([F:1])=[CH:3][C:4]=4[O:13][CH3:14])=[C:17]([C:29]([F:30])([F:31])[F:32])[C:18]3=[N:24][N:23]=2)[CH2:28][CH2:27]1, predict the reactants needed to synthesize it. The reactants are: [F:1][C:2]1[CH:7]=[CH:6][C:5]([C@H:8]2[CH2:10][C@@H:9]2[CH2:11][OH:12])=[C:4]([O:13][CH3:14])[CH:3]=1.Cl[C:16]1[CH:21]=[CH:20][N:19]2[C:22]([CH2:25][CH:26]3[CH2:28][CH2:27]3)=[N:23][N:24]=[C:18]2[C:17]=1[C:29]([F:32])([F:31])[F:30]. (3) The reactants are: [C:1]([C:3]1[C:4]([CH3:27])=[C:5]([C@@H:10]2[O:15][CH2:14][C@H:13]3[CH2:16][N:17](C(OC(C)(C)C)=O)[CH2:18][CH2:19][N:12]3[CH2:11]2)[CH:6]=[CH:7][C:8]=1[F:9])#[N:2]. Given the product [F:9][C:8]1[C:3]([C:1]#[N:2])=[C:4]([CH3:27])[C:5]([C@@H:10]2[O:15][CH2:14][C@H:13]3[CH2:16][NH:17][CH2:18][CH2:19][N:12]3[CH2:11]2)=[CH:6][CH:7]=1, predict the reactants needed to synthesize it. (4) Given the product [C:23]1([C:2]2[CH:3]=[CH:4][C:5]3[O:9][C:8](/[CH:10]=[CH:11]/[C:12]4[CH:17]=[CH:16][C:15]([C:18]([F:21])([F:20])[F:19])=[CH:14][CH:13]=4)=[N:7][C:6]=3[CH:22]=2)[CH:28]=[CH:27][CH:26]=[CH:25][CH:24]=1, predict the reactants needed to synthesize it. The reactants are: Br[C:2]1[CH:3]=[CH:4][C:5]2[O:9][C:8](/[CH:10]=[CH:11]/[C:12]3[CH:17]=[CH:16][C:15]([C:18]([F:21])([F:20])[F:19])=[CH:14][CH:13]=3)=[N:7][C:6]=2[CH:22]=1.[C:23]1(OB(O)O)[CH:28]=[CH:27][CH:26]=[CH:25][CH:24]=1.C(=O)([O-])[O-].[Na+].[Na+].C1(C)C=CC=CC=1.